This data is from Full USPTO retrosynthesis dataset with 1.9M reactions from patents (1976-2016). The task is: Predict the reactants needed to synthesize the given product. (1) Given the product [Cl:1][C:2]1[CH:3]=[C:4]2[C:9](=[CH:10][C:11]=1[NH:25][CH2:22][CH2:23][CH3:24])[O:8][CH:7]([C:13]([F:16])([F:15])[F:14])[C:6]([C:17]([O:19][CH2:20][CH3:21])=[O:18])=[CH:5]2, predict the reactants needed to synthesize it. The reactants are: [Cl:1][C:2]1[CH:3]=[C:4]2[C:9](=[CH:10][C:11]=1F)[O:8][CH:7]([C:13]([F:16])([F:15])[F:14])[C:6]([C:17]([O:19][CH2:20][CH3:21])=[O:18])=[CH:5]2.[CH2:22]([NH2:25])[CH2:23][CH3:24].C([O-])([O-])=O.[K+].[K+]. (2) Given the product [CH2:5]([O:4][C:2]([NH:14][CH2:15][CH:16]1[CH2:21][CH2:20][CH:19]([CH2:22][C:23]([OH:25])=[O:24])[CH2:18][CH2:17]1)=[O:3])[C:6]1[CH:11]=[CH:10][CH:9]=[CH:8][CH:7]=1, predict the reactants needed to synthesize it. The reactants are: Cl[C:2]([O:4][CH2:5][C:6]1[CH:11]=[CH:10][CH:9]=[CH:8][CH:7]=1)=[O:3].[OH-].[Na+].[NH2:14][CH2:15][C@H:16]1[CH2:21][CH2:20][C@H:19]([CH2:22][C:23]([OH:25])=[O:24])[CH2:18][CH2:17]1. (3) Given the product [CH2:1]([O:8][C:9]([N:11]1[CH2:16][CH2:15][C:14]2[N:17]=[C:18]([C:20]3[CH:25]=[CH:24][CH:23]=[CH:22][N:21]=3)[N:19]([CH2:38][C:37]3[CH:40]=[CH:41][C:34]([O:33][CH3:32])=[CH:35][CH:36]=3)[C:13]=2[CH2:12]1)=[O:10])[C:2]1[CH:7]=[CH:6][CH:5]=[CH:4][CH:3]=1, predict the reactants needed to synthesize it. The reactants are: [CH2:1]([O:8][C:9]([N:11]1[CH2:16][CH2:15][C:14]2[N:17]=[C:18]([C:20]3[CH:25]=[CH:24][CH:23]=[CH:22][N:21]=3)[NH:19][C:13]=2[CH2:12]1)=[O:10])[C:2]1[CH:7]=[CH:6][CH:5]=[CH:4][CH:3]=1.CC(C)([O-])C.[K+].[CH3:32][O:33][C:34]1[CH:41]=[CH:40][C:37]([CH2:38]Cl)=[CH:36][CH:35]=1.